This data is from Full USPTO retrosynthesis dataset with 1.9M reactions from patents (1976-2016). The task is: Predict the reactants needed to synthesize the given product. (1) Given the product [ClH:29].[CH2:1]([O:8][C:9]1[CH:14]=[CH:13][N:12]([C:15]2[CH:16]=[CH:17][C:18]3[N:19]([C:21]([CH3:27])=[C:22]([CH:24]4[CH2:26][CH2:25]4)[N:23]=3)[CH:20]=2)[C:11](=[O:28])[CH:10]=1)[C:2]1[CH:3]=[CH:4][CH:5]=[CH:6][CH:7]=1, predict the reactants needed to synthesize it. The reactants are: [CH2:1]([O:8][C:9]1[CH:14]=[CH:13][N:12]([C:15]2[CH:16]=[CH:17][C:18]3[N:19]([C:21]([CH3:27])=[C:22]([CH:24]4[CH2:26][CH2:25]4)[N:23]=3)[CH:20]=2)[C:11](=[O:28])[CH:10]=1)[C:2]1[CH:7]=[CH:6][CH:5]=[CH:4][CH:3]=1.[ClH:29]. (2) Given the product [CH:10]([O:13][C:14]1[CH:19]=[CH:18][C:17]([NH:20][C:2]2[CH:9]=[CH:8][C:5]([C:6]#[N:7])=[CH:4][CH:3]=2)=[C:16]([C:21]([F:22])([F:23])[F:24])[CH:15]=1)([CH3:12])[CH3:11], predict the reactants needed to synthesize it. The reactants are: F[C:2]1[CH:9]=[CH:8][C:5]([C:6]#[N:7])=[CH:4][CH:3]=1.[CH:10]([O:13][C:14]1[CH:19]=[CH:18][C:17]([NH2:20])=[C:16]([C:21]([F:24])([F:23])[F:22])[CH:15]=1)([CH3:12])[CH3:11].